This data is from Catalyst prediction with 721,799 reactions and 888 catalyst types from USPTO. The task is: Predict which catalyst facilitates the given reaction. (1) Reactant: [CH3:1][O:2][C:3](=[O:17])[CH:4]([O:7][C:8]1[CH:13]=[CH:12][C:11]([Cl:14])=[CH:10][C:9]=1[CH:15]=[O:16])[CH2:5][CH3:6].[CH2:18](O)[CH2:19][OH:20].C1(C)C=CC(S(O)(=O)=O)=CC=1. Product: [CH3:1][O:2][C:3](=[O:17])[CH:4]([O:7][C:8]1[CH:13]=[CH:12][C:11]([Cl:14])=[CH:10][C:9]=1[CH:15]1[O:20][CH2:19][CH2:18][O:16]1)[CH2:5][CH3:6]. The catalyst class is: 11. (2) Reactant: [CH2:1]([O:8][C:9]1[CH:10]=[C:11]([C:15]([CH3:21])([CH3:20])/[CH:16]=[CH:17]/[C:18]#[N:19])[CH:12]=[CH:13][CH:14]=1)[C:2]1[CH:7]=[CH:6][CH:5]=[CH:4][CH:3]=1.N. Product: [CH2:1]([O:8][C:9]1[CH:10]=[C:11]([C:15]([CH3:21])([CH3:20])/[CH:16]=[CH:17]/[CH2:18][NH2:19])[CH:12]=[CH:13][CH:14]=1)[C:2]1[CH:3]=[CH:4][CH:5]=[CH:6][CH:7]=1. The catalyst class is: 94. (3) Reactant: [C:1]([C:3]1[C:11]2[C:6](=[CH:7][C:8]([C:12]([O:14]C)=[O:13])=[CH:9][CH:10]=2)[NH:5][N:4]=1)#[N:2].[OH-].[Li+]. Product: [C:1]([C:3]1[C:11]2[C:6](=[CH:7][C:8]([C:12]([OH:14])=[O:13])=[CH:9][CH:10]=2)[NH:5][N:4]=1)#[N:2]. The catalyst class is: 111. (4) Reactant: [CH2:1]([C:3]1[C:12]([CH:13]=[O:14])=[CH:11][C:10]2[C:5](=[CH:6][CH:7]=[C:8]([O:15][CH3:16])[CH:9]=2)[N:4]=1)[CH3:2].[BH4-].[Na+]. Product: [CH2:1]([C:3]1[C:12]([CH2:13][OH:14])=[CH:11][C:10]2[C:5](=[CH:6][CH:7]=[C:8]([O:15][CH3:16])[CH:9]=2)[N:4]=1)[CH3:2]. The catalyst class is: 1.